Task: Predict which catalyst facilitates the given reaction.. Dataset: Catalyst prediction with 721,799 reactions and 888 catalyst types from USPTO (1) Reactant: [N+]([CH:4]1[N:9]([C:10]([O:12][C:13]([CH3:16])([CH3:15])[CH3:14])=[O:11])[CH2:8][CH2:7][N:6]([C:17]2[CH:22]=[CH:21]C=CN=2)[CH2:5]1)([O-])=O. Product: [C:13]([O:12][C:10]([N:9]1[CH2:4][CH2:5][N:6]([C:17]2[CH:22]=[CH:21][N:6]=[CH:5][C:4]=2[NH2:9])[CH2:7][CH2:8]1)=[O:11])([CH3:14])([CH3:15])[CH3:16]. The catalyst class is: 78. (2) Product: [CH2:21]([NH:20][S:17]([C:11]1[CH:10]=[CH:9][C:8]2[C:13](=[CH:14][CH:15]=[CH:16][C:7]=2[OH:6])[CH:12]=1)(=[O:19])=[O:18])[C:22]1[CH:27]=[CH:26][CH:25]=[CH:24][CH:23]=1. The catalyst class is: 8. Reactant: [OH-].[Na+].C([O:6][C:7]1[CH:16]=[CH:15][CH:14]=[C:13]2[C:8]=1[CH:9]=[CH:10][C:11]([S:17]([NH:20][CH2:21][C:22]1[CH:27]=[CH:26][CH:25]=[CH:24][CH:23]=1)(=[O:19])=[O:18])=[CH:12]2)(=O)C.Cl. (3) Reactant: C([O:3][C:4](=[O:23])[CH:5]=[CH:6][CH:7]([NH:15][C:16]([O:18][C:19]([CH3:22])([CH3:21])[CH3:20])=[O:17])[CH2:8][C:9]1[CH:14]=[CH:13][CH:12]=[CH:11][CH:10]=1)C.[OH-].[Na+].Cl. Product: [C:19]([O:18][C:16]([NH:15][CH:7]([CH2:8][C:9]1[CH:10]=[CH:11][CH:12]=[CH:13][CH:14]=1)[CH:6]=[CH:5][C:4]([OH:23])=[O:3])=[O:17])([CH3:22])([CH3:20])[CH3:21]. The catalyst class is: 24. (4) Reactant: [F:1][C:2]([F:12])([F:11])[C:3]1[CH:10]=[CH:9][C:6]([CH:7]=[CH2:8])=[CH:5][CH:4]=1.C(O)/C=C\[CH2:16][OH:17]. Product: [F:1][C:2]([F:11])([F:12])[C:3]1[CH:10]=[CH:9][C:6]([CH:7]=[CH:8][CH2:16][OH:17])=[CH:5][CH:4]=1. The catalyst class is: 7.